This data is from Forward reaction prediction with 1.9M reactions from USPTO patents (1976-2016). The task is: Predict the product of the given reaction. Given the reactants [F:1][C:2]([F:17])([F:16])[C:3]([F:15])([C:8]1[CH:14]=[CH:13][C:11]([NH2:12])=[CH:10][CH:9]=1)[C:4]([F:7])([F:6])[F:5].[F:18][C:19](I)([F:24])[C:20]([F:23])([F:22])[F:21], predict the reaction product. The product is: [F:18][C:19]([F:24])([C:13]1[CH:14]=[C:8]([C:3]([F:15])([C:4]([F:7])([F:6])[F:5])[C:2]([F:16])([F:17])[F:1])[CH:9]=[CH:10][C:11]=1[NH2:12])[C:20]([F:23])([F:22])[F:21].